From a dataset of Reaction yield outcomes from USPTO patents with 853,638 reactions. Predict the reaction yield, written as a fraction of the theoretical maximum amount of product (1.0 means a 100% yield; for example, 0.34 means a 34% yield). (1) The product is [Br-:1].[CH3:28][O:27][C:25]([C:21]1[S:22][CH:23]=[CH:24][C:20]=1[NH:19][CH:12]([C:13]1[CH:18]=[CH:17][CH:16]=[CH:15][CH:14]=1)[C:11]([O:29][C@@H:30]1[CH:35]2[CH2:34][CH2:33][N+:32]([CH2:2][C:3](=[O:4])[C:5]3[CH:9]=[CH:8][S:7][CH:6]=3)([CH2:37][CH2:36]2)[CH2:31]1)=[O:10])=[O:26]. The catalyst is CCOC(C)=O. The yield is 0.586. The reactants are [Br:1][CH2:2][C:3]([C:5]1[CH:9]=[CH:8][S:7][CH:6]=1)=[O:4].[O:10]=[C:11]([O:29][C@@H:30]1[CH:35]2[CH2:36][CH2:37][N:32]([CH2:33][CH2:34]2)[CH2:31]1)[CH:12]([NH:19][C:20]1[CH:24]=[CH:23][S:22][C:21]=1[C:25]([O:27][CH3:28])=[O:26])[C:13]1[CH:18]=[CH:17][CH:16]=[CH:15][CH:14]=1. (2) The reactants are Cl.[NH2:2][C:3]1[C:4]([F:13])=[C:5]([CH:10]=[CH:11][CH:12]=1)[C:6]([O:8][CH3:9])=[O:7].S(=O)(=O)(O)O.[C:19](=O)(O)[O-].[Na+]. The catalyst is C=O. The product is [F:13][C:4]1[C:3]([NH:2][CH3:19])=[CH:12][CH:11]=[CH:10][C:5]=1[C:6]([O:8][CH3:9])=[O:7]. The yield is 0.380. (3) The reactants are [C:1]([NH:5][S:6]([CH2:9][CH2:10][CH2:11]Cl)(=[O:8])=[O:7])([CH3:4])([CH3:3])[CH3:2].[Li]CCCC. The catalyst is C1COCC1. The product is [C:1]([NH:5][S:6]([CH:9]1[CH2:11][CH2:10]1)(=[O:8])=[O:7])([CH3:4])([CH3:3])[CH3:2]. The yield is 0.560.